This data is from Peptide-MHC class I binding affinity with 185,985 pairs from IEDB/IMGT. The task is: Regression. Given a peptide amino acid sequence and an MHC pseudo amino acid sequence, predict their binding affinity value. This is MHC class I binding data. The peptide sequence is MIPLDSIST. The MHC is Mamu-A01 with pseudo-sequence Mamu-A01. The binding affinity (normalized) is 0.